Task: Predict the product of the given reaction.. Dataset: Forward reaction prediction with 1.9M reactions from USPTO patents (1976-2016) Given the reactants [CH2:1]([O:3][C:4](=[O:18])[CH:5]([O:15][CH2:16][CH3:17])[CH2:6][C:7]1[CH:12]=[CH:11][C:10]([OH:13])=[C:9]([F:14])[CH:8]=1)[CH3:2].[C:19]([C:23]1[CH:28]=[CH:27][C:26]([C:29]2[S:30][C:31]([CH2:35]O)=[C:32]([CH3:34])[N:33]=2)=[CH:25][CH:24]=1)([CH3:22])([CH3:21])[CH3:20].C1(P(C2C=CC=CC=2)C2C=CC=CC=2)C=CC=CC=1.N(C(OCC)=O)=NC(OCC)=O, predict the reaction product. The product is: [CH2:1]([O:3][C:4](=[O:18])[CH:5]([O:15][CH2:16][CH3:17])[CH2:6][C:7]1[CH:12]=[CH:11][C:10]([O:13][CH2:35][C:31]2[S:30][C:29]([C:26]3[CH:27]=[CH:28][C:23]([C:19]([CH3:21])([CH3:20])[CH3:22])=[CH:24][CH:25]=3)=[N:33][C:32]=2[CH3:34])=[C:9]([F:14])[CH:8]=1)[CH3:2].